Dataset: Catalyst prediction with 721,799 reactions and 888 catalyst types from USPTO. Task: Predict which catalyst facilitates the given reaction. (1) Reactant: [CH2:1](Br)[C:2]1[CH:7]=[CH:6][CH:5]=[CH:4][CH:3]=1.[OH:9][CH2:10][C:11]1[CH:16]=[CH:15][C:14](B(O)O)=[CH:13][CH:12]=1.[O-]P([O-])([O-])=O.[K+].[K+].[K+]. Product: [CH2:1]([C:14]1[CH:15]=[CH:16][C:11]([CH2:10][OH:9])=[CH:12][CH:13]=1)[C:2]1[CH:7]=[CH:6][CH:5]=[CH:4][CH:3]=1. The catalyst class is: 233. (2) Reactant: C(OC([N:8]1[CH2:13][CH:12]=[C:11]([C:14]2[NH:42][C:17]3=[N:18][CH:19]=[CH:20][C:21]([C:22]4[CH:27]=[CH:26][C:25]([CH2:28][NH:29][C:30]([C:32]5[N:36]=[C:35]([C:37]([CH3:40])([CH3:39])[CH3:38])[O:34][N:33]=5)=[O:31])=[C:24]([F:41])[CH:23]=4)=[C:16]3[N:15]=2)[CH2:10][CH2:9]1)=O)(C)(C)C.C(Cl)Cl.C(O)(C(F)(F)F)=O. Product: [F:41][C:24]1[CH:23]=[C:22]([C:21]2[CH:20]=[CH:19][N:18]=[C:17]3[NH:42][C:14]([C:11]4[CH2:12][CH2:13][NH:8][CH2:9][CH:10]=4)=[N:15][C:16]=23)[CH:27]=[CH:26][C:25]=1[CH2:28][NH:29][C:30]([C:32]1[N:36]=[C:35]([C:37]([CH3:40])([CH3:38])[CH3:39])[O:34][N:33]=1)=[O:31]. The catalyst class is: 5. (3) Reactant: [C:1]1([Mg]Br)[CH:6]=[CH:5][CH:4]=[CH:3][CH:2]=1.[CH2:9]([O:16][C@H:17]([CH2:27][O:28][CH2:29][C:30]1[CH:35]=[CH:34][CH:33]=[CH:32][CH:31]=1)[CH:18]=[N:19][CH2:20][C:21]1[CH:26]=[CH:25][CH:24]=[CH:23][CH:22]=1)[C:10]1[CH:15]=[CH:14][CH:13]=[CH:12][CH:11]=1.[NH4+].[Cl-]. Product: [CH2:20]([NH:19][C@H:18]([C:1]1[CH:6]=[CH:5][CH:4]=[CH:3][CH:2]=1)[C@H:17]([O:16][CH2:9][C:10]1[CH:11]=[CH:12][CH:13]=[CH:14][CH:15]=1)[CH2:27][O:28][CH2:29][C:30]1[CH:31]=[CH:32][CH:33]=[CH:34][CH:35]=1)[C:21]1[CH:22]=[CH:23][CH:24]=[CH:25][CH:26]=1. The catalyst class is: 27.